The task is: Predict which catalyst facilitates the given reaction.. This data is from Catalyst prediction with 721,799 reactions and 888 catalyst types from USPTO. (1) Reactant: [Cl-].[CH2:2]([N+:6]1[CH:10]=[CH:9][N:8]([CH3:11])[CH:7]=1)[CH2:3][CH2:4][CH3:5].[S:12]([O-:24])([O:15][CH2:16][CH2:17][CH2:18][CH2:19][CH2:20][CH2:21][CH2:22][CH3:23])(=[O:14])=[O:13].[Na+]. Product: [CH2:16]([O:15][S:12]([O-:24])(=[O:14])=[O:13])[CH2:17][CH2:18][CH2:19][CH2:20][CH2:21][CH2:22][CH3:23].[CH2:2]([N+:6]1[CH:10]=[CH:9][N:8]([CH3:11])[CH:7]=1)[CH2:3][CH2:4][CH3:5]. The catalyst class is: 6. (2) Reactant: [I:1][C:2]1[CH:10]=[CH:9][C:5]([C:6](Cl)=[O:7])=[CH:4][CH:3]=1.[NH2:11][C:12]1[N:16]([C:17]([O:19][C:20]([CH3:23])([CH3:22])[CH3:21])=[O:18])[N:15]=[C:14]([CH2:24][CH2:25][C:26]2[CH:31]=[C:30]([O:32][CH3:33])[CH:29]=[C:28]([O:34][CH3:35])[CH:27]=2)[CH:13]=1.N1C=CC=CC=1. Product: [CH3:33][O:32][C:30]1[CH:31]=[C:26]([CH:27]=[C:28]([O:34][CH3:35])[CH:29]=1)[CH2:25][CH2:24][C:14]1[CH:13]=[C:12]([NH:11][C:6](=[O:7])[C:5]2[CH:9]=[CH:10][C:2]([I:1])=[CH:3][CH:4]=2)[N:16]([C:17]([O:19][C:20]([CH3:22])([CH3:23])[CH3:21])=[O:18])[N:15]=1. The catalyst class is: 2. (3) Reactant: [CH2:1]([O:3][C:4]1[CH:5]=[C:6]([CH:12]([N:17]2[CH2:25][C:24]3[C:19](=[CH:20][CH:21]=[CH:22][CH:23]=3)[C:18]2=[O:26])[CH2:13][C:14]([OH:16])=O)[CH:7]=[CH:8][C:9]=1[O:10][CH3:11])[CH3:2].Cl.[CH3:28][O:29][NH2:30].CN1CCCCC1.CCOCC. Product: [CH2:1]([O:3][C:4]1[CH:5]=[C:6]([CH:12]([N:17]2[CH2:25][C:24]3[C:19](=[CH:20][CH:21]=[CH:22][CH:23]=3)[C:18]2=[O:26])[CH2:13][C:14]([NH:30][O:29][CH3:28])=[O:16])[CH:7]=[CH:8][C:9]=1[O:10][CH3:11])[CH3:2]. The catalyst class is: 2. (4) Product: [OH:15][CH2:16][C@H:17]1[CH2:1][C@@H:18]1[CH:19]1[CH2:24][CH2:23][N:22]([C:25]([O:27][CH2:28][C:29]2[CH:34]=[CH:33][CH:32]=[CH:31][CH:30]=2)=[O:26])[CH2:21][CH2:20]1. The catalyst class is: 91. Reactant: [CH2:1]([Zn]CC)C.COCCOC.ICI.[OH:15][CH2:16]/[CH:17]=[CH:18]/[CH:19]1[CH2:24][CH2:23][N:22]([C:25]([O:27][CH2:28][C:29]2[CH:34]=[CH:33][CH:32]=[CH:31][CH:30]=2)=[O:26])[CH2:21][CH2:20]1.O1CCBO1.